Dataset: Forward reaction prediction with 1.9M reactions from USPTO patents (1976-2016). Task: Predict the product of the given reaction. Given the reactants COC1C=C(OC)C=CC=1C[N:6]([C:30]1[S:34][N:33]=[CH:32][N:31]=1)[S:7]([C:10]1[CH:29]=[CH:28][C:13]2[N:14]([C@@H:18]([C:22]3[CH:27]=[CH:26][CH:25]=[CH:24][CH:23]=3)[CH2:19][CH2:20][F:21])[C:15](=[O:17])[O:16][C:12]=2[CH:11]=1)(=[O:9])=[O:8].FC(F)(F)C(O)=O, predict the reaction product. The product is: [F:21][CH2:20][CH2:19][C@@H:18]([N:14]1[C:13]2[CH:28]=[CH:29][C:10]([S:7]([NH:6][C:30]3[S:34][N:33]=[CH:32][N:31]=3)(=[O:8])=[O:9])=[CH:11][C:12]=2[O:16][C:15]1=[O:17])[C:22]1[CH:23]=[CH:24][CH:25]=[CH:26][CH:27]=1.